From a dataset of Experimentally validated miRNA-target interactions with 360,000+ pairs, plus equal number of negative samples. Binary Classification. Given a miRNA mature sequence and a target amino acid sequence, predict their likelihood of interaction. The miRNA is hsa-miR-4455 with sequence AGGGUGUGUGUGUUUUU. The protein sequence of the target gene is MNSMDRHIQQTNDRLQCIKQHLQNPANFHNAATELLDWCGDPRAFQRPFEQSLMGCLTVVSRVAAQQGFDLDLGYRLLAVCAANRDKFTPKSAALLSSWCEELGRLLLLRHQKSRQSDPPGKLPMQPPLSSMSSMKPTLSHSDGSFPYDSVPWQQNTNQPPGSLSVVTTVWGVTNTSQSQVLGNPMANANNPMNPGGNPMASGMTTSNPGLNSPQFAGQQQQFSAKAGPAQPYIQQSMYGRPNYPGSGGFGASYPGGPNAPAGMGIPPHTRPPADFTQPAAAAAAAAVAAAAATATATAT.... Result: 1 (interaction).